Dataset: Catalyst prediction with 721,799 reactions and 888 catalyst types from USPTO. Task: Predict which catalyst facilitates the given reaction. (1) Reactant: [CH:1]1([CH2:7][NH:8][C:9]2[CH:10]=[C:11](/[CH:15]=[CH:16]/[CH2:17][NH:18][C:19](=[O:25])[O:20][C:21]([CH3:24])([CH3:23])[CH3:22])[CH:12]=[CH:13][CH:14]=2)[CH2:6][CH2:5][CH2:4][CH2:3][CH2:2]1.C1C=C(Cl)C=C(C(OO)=[O:34])C=1.C([O-])([O-])=O.[Na+].[Na+].C([O-])(O)=O.[Na+]. Product: [CH:1]1([CH2:7][NH:8][C:9]2[CH:10]=[C:11]([CH:15]3[O:34][CH:16]3[CH2:17][NH:18][C:19](=[O:25])[O:20][C:21]([CH3:22])([CH3:24])[CH3:23])[CH:12]=[CH:13][CH:14]=2)[CH2:2][CH2:3][CH2:4][CH2:5][CH2:6]1. The catalyst class is: 2. (2) Reactant: Cl[CH2:2][O:3][CH2:4][CH2:5][Si:6]([CH3:9])([CH3:8])[CH3:7].[CH2:10]([O:17][C:18]1[CH:23]=[CH:22][C:21]([N:24]2[C:28]3=[N:29][CH:30]=[CH:31][CH:32]=[C:27]3[NH:26][C:25]2=[O:33])=[CH:20][CH:19]=1)[C:11]1[CH:16]=[CH:15][CH:14]=[CH:13][CH:12]=1.[H-].[Na+].[Cl-].[Cl-].[Ca+2]. Product: [CH2:10]([O:17][C:18]1[CH:19]=[CH:20][C:21]([N:24]2[C:28]3=[N:29][CH:30]=[CH:31][CH:32]=[C:27]3[N:26]([CH2:2][O:3][CH2:4][CH2:5][Si:6]([CH3:9])([CH3:8])[CH3:7])[C:25]2=[O:33])=[CH:22][CH:23]=1)[C:11]1[CH:16]=[CH:15][CH:14]=[CH:13][CH:12]=1. The catalyst class is: 121. (3) Reactant: [F:1][CH:2]1C(=O)[CH2:6][CH2:5][N:4]([C:9]2[CH:14]=[CH:13][C:12]([N+:15]([O-:17])=[O:16])=[CH:11][C:10]=2[F:18])[CH2:3]1.[CH3:19][O:20][CH:21](OC)[O:22][CH3:23].O.C1(C)C=CC(S(O)(=O)=O)=CC=1. Product: [CH3:19][O:20][C:21]1([O:22][CH3:23])[CH2:6][CH2:5][N:4]([C:9]2[CH:14]=[CH:13][C:12]([N+:15]([O-:17])=[O:16])=[CH:11][C:10]=2[F:18])[CH2:3][CH:2]1[F:1]. The catalyst class is: 5. (4) Reactant: [C:1]1([NH:7][C:8]2[CH:17]=[CH:16][C:11]([C:12]([O:14]C)=[O:13])=[CH:10][N:9]=2)[CH:6]=[CH:5][CH:4]=[CH:3][CH:2]=1.[OH-].[Li+]. Product: [C:1]1([NH:7][C:8]2[CH:17]=[CH:16][C:11]([C:12]([OH:14])=[O:13])=[CH:10][N:9]=2)[CH:2]=[CH:3][CH:4]=[CH:5][CH:6]=1. The catalyst class is: 36.